From a dataset of Reaction yield outcomes from USPTO patents with 853,638 reactions. Predict the reaction yield, written as a fraction of the theoretical maximum amount of product (1.0 means a 100% yield; for example, 0.34 means a 34% yield). (1) The reactants are [CH3:1][O:2][C:3]([C:5]1[CH:10]=[CH:9][C:8](B(O)O)=[CH:7][CH:6]=1)=[O:4].Br[C:15]1[N:19]=[CH:18][N:17]([C:20]2[CH:25]=[CH:24][C:23]([O:26][C:27]([F:30])([F:29])[F:28])=[CH:22][CH:21]=2)[N:16]=1.C([O-])([O-])=O.[Na+].[Na+].COCCOC. The catalyst is C(Cl)Cl.O.C1C=CC([P]([Pd]([P](C2C=CC=CC=2)(C2C=CC=CC=2)C2C=CC=CC=2)([P](C2C=CC=CC=2)(C2C=CC=CC=2)C2C=CC=CC=2)[P](C2C=CC=CC=2)(C2C=CC=CC=2)C2C=CC=CC=2)(C2C=CC=CC=2)C2C=CC=CC=2)=CC=1. The product is [F:30][C:27]([F:28])([F:29])[O:26][C:23]1[CH:22]=[CH:21][C:20]([N:17]2[CH:18]=[N:19][C:15]([C:8]3[CH:9]=[CH:10][C:5]([C:3]([O:2][CH3:1])=[O:4])=[CH:6][CH:7]=3)=[N:16]2)=[CH:25][CH:24]=1. The yield is 0.520. (2) The reactants are [CH:1]1[C:10]2[C:5](=[CH:6][CH:7]=[CH:8][CH:9]=2)[CH:4]=[CH:3][C:2]=1[O:11][C:12]1[CH:20]=[CH:19][C:15]([C:16](O)=[O:17])=[CH:14][CH:13]=1.C(Cl)(=O)C(Cl)=O.[NH2:27][C:28]1[CH:33]=[CH:32][CH:31]=[CH:30][C:29]=1[OH:34].N1C=CC=CC=1. The catalyst is C(Cl)Cl.CN(C=O)C.O. The product is [CH:1]1[C:10]2[C:5](=[CH:6][CH:7]=[CH:8][CH:9]=2)[CH:4]=[CH:3][C:2]=1[O:11][C:12]1[CH:20]=[CH:19][C:15]([C:16]([NH:27][C:28]2[CH:33]=[CH:32][CH:31]=[CH:30][C:29]=2[OH:34])=[O:17])=[CH:14][CH:13]=1. The yield is 0.760. (3) The reactants are CC([O-])(C)C.[K+].CC1C=CC(S([CH2:17][N+:18]#[C-])(=O)=O)=CC=1.[Cl:20][C:21]1[CH:22]=[C:23]([CH:26]=[CH:27][C:28]=1[O:29][CH3:30])[CH:24]=O.CO. The catalyst is C1COCC1.O. The product is [Cl:20][C:21]1[CH:22]=[C:23]([CH2:24][C:17]#[N:18])[CH:26]=[CH:27][C:28]=1[O:29][CH3:30]. The yield is 0.830. (4) The reactants are [NH2:1][CH2:2][CH2:3][CH2:4][C:5]1[CH:10]=[CH:9][C:8]([S:11]([NH:14][C:15]2[CH:23]=[CH:22][C:18]3[O:19][CH2:20][O:21][C:17]=3[CH:16]=2)(=[O:13])=[O:12])=[CH:7][CH:6]=1.C(N(CC)CC)C.[F:31][C:32]1[CH:43]=[CH:42][C:35]([CH2:36][O:37][CH2:38][C:39](Cl)=[O:40])=[CH:34][CH:33]=1.COC1C=C(S(N2CCC(CCCNC(=O)COCC3C=CC(F)=CC=3)C2)(=O)=O)C=CC=1OC. The catalyst is C1COCC1. The product is [O:19]1[C:18]2[CH:22]=[CH:23][C:15]([NH:14][S:11]([C:8]3[CH:9]=[CH:10][C:5]([CH2:4][CH2:3][CH2:2][NH:1][C:39](=[O:40])[CH2:38][O:37][CH2:36][C:35]4[CH:42]=[CH:43][C:32]([F:31])=[CH:33][CH:34]=4)=[CH:6][CH:7]=3)(=[O:13])=[O:12])=[CH:16][C:17]=2[O:21][CH2:20]1. The yield is 0.0500. (5) The reactants are P(Cl)(Cl)(Cl)=O.[CH3:6][N:7]1[C:15]2[C:10](=[CH:11][CH:12]=[CH:13][CH:14]=2)[C:9]([CH3:16])=[CH:8]1.[OH-].[Na+].CN([CH:22]=[O:23])C. The catalyst is O. The product is [CH3:6][N:7]1[C:15]2[C:10](=[CH:11][CH:12]=[CH:13][CH:14]=2)[C:9]([CH3:16])=[C:8]1[CH:22]=[O:23]. The yield is 0.910. (6) The reactants are [Br:1][C:2]1[CH:17]=[CH:16][C:5]2[N:6]=[C:7]([CH2:9][C:10]3[O:14][C:13](O)=[N:12][N:11]=3)[S:8][C:4]=2[CH:3]=1.CCN(C(C)C)C(C)C.F[P-](F)(F)(F)(F)F.[N:34]1(O[P+](N(C)C)(N(C)C)N(C)C)[C:38]2C=C[CH:41]=[CH:42][C:37]=2[N:36]=N1.CN(C=[O:58])C. The catalyst is CCOC(C)=O. The product is [Br:1][C:2]1[CH:17]=[CH:16][C:5]2[N:6]=[C:7]([CH2:9][C:10]3[O:14][C:13]([NH:36][C@H:37]4[CH2:42][CH2:41][NH:34][C:38]4=[O:58])=[N:12][N:11]=3)[S:8][C:4]=2[CH:3]=1. The yield is 0.500. (7) The yield is 0.880. The product is [P:1]([OH:11])([OH:3])([O:19][C:20]([C:49]1[CH:54]=[CH:53][C:52]([F:55])=[CH:51][C:50]=1[F:56])([CH2:43][N:44]1[CH:48]=[N:47][CH:46]=[N:45]1)[CH2:21][N:22]1[CH:26]=[N:25][C:24](/[CH:27]=[CH:28]/[C:29]2[CH:30]=[CH:31][C:32]([O:35][CH2:36][C:37]([F:41])([F:42])[CH:38]([F:40])[F:39])=[CH:33][CH:34]=2)=[N:23]1)=[O:2]. The reactants are [P:1]([O:19][C:20]([C:49]1[CH:54]=[CH:53][C:52]([F:55])=[CH:51][C:50]=1[F:56])([CH2:43][N:44]1[CH:48]=[N:47][CH:46]=[N:45]1)[CH2:21][N:22]1[CH:26]=[N:25][C:24](/[CH:27]=[CH:28]/[C:29]2[CH:34]=[CH:33][C:32]([O:35][CH2:36][C:37]([F:42])([F:41])[CH:38]([F:40])[F:39])=[CH:31][CH:30]=2)=[N:23]1)([O:11]CC1C=CC=CC=1)([O:3]CC1C=CC=CC=1)=[O:2].Br[Si](C)(C)C.N1C=CC=CC=1.[OH-].[Na+].S(=O)(=O)(O)O. The catalyst is C(Cl)Cl. (8) The reactants are [CH3:1][C:2]1[CH:7]=[C:6]([C:8]2[C:16]3[C:11](=[CH:12][C:13]([NH2:27])=[C:14]([CH2:17][NH:18][C@@H:19]([C:21]4[CH:26]=[CH:25][CH:24]=[CH:23][CH:22]=4)[CH3:20])[CH:15]=3)[NH:10][N:9]=2)[CH:5]=[CH:4][N:3]=1.C1N=CN([C:33](N2C=NC=C2)=[O:34])C=1.O. The catalyst is C1COCC1. The product is [CH3:1][C:2]1[CH:7]=[C:6]([C:8]2[C:16]3[CH:15]=[C:14]4[C:13](=[CH:12][C:11]=3[NH:10][N:9]=2)[NH:27][C:33](=[O:34])[N:18]([C@@H:19]([C:21]2[CH:26]=[CH:25][CH:24]=[CH:23][CH:22]=2)[CH3:20])[CH2:17]4)[CH:5]=[CH:4][N:3]=1. The yield is 0.310.